This data is from Forward reaction prediction with 1.9M reactions from USPTO patents (1976-2016). The task is: Predict the product of the given reaction. (1) Given the reactants [C:1]([O:5][C:6](=[O:26])[NH:7][CH:8]1[CH2:17][C:16]2[C:11](=[CH:12][CH:13]=[C:14](Br)[CH:15]=2)[N:10]([CH2:19][C:20]2[CH:25]=[CH:24][CH:23]=[CH:22][CH:21]=2)[CH2:9]1)([CH3:4])([CH3:3])[CH3:2].[C:27]1(B(O)O)[CH:32]=[CH:31][CH:30]=[CH:29][CH:28]=1.C([O-])([O-])=O.[Na+].[Na+].N#N, predict the reaction product. The product is: [C:1]([O:5][C:6](=[O:26])[NH:7][CH:8]1[CH2:17][C:16]2[C:11](=[CH:12][CH:13]=[C:14]([C:27]3[CH:32]=[CH:31][CH:30]=[CH:29][CH:28]=3)[CH:15]=2)[N:10]([CH2:19][C:20]2[CH:25]=[CH:24][CH:23]=[CH:22][CH:21]=2)[CH2:9]1)([CH3:4])([CH3:3])[CH3:2]. (2) Given the reactants [B:10]1([B:10]2[O:14][C:13]([CH3:16])([CH3:15])[C:12]([CH3:18])([CH3:17])[O:11]2)[O:14][C:13]([CH3:16])([CH3:15])[C:12]([CH3:18])([CH3:17])[O:11]1.I[C:20]1[CH:21]=[C:22]([NH:27][C:28](=[O:40])[C:29]2[CH:34]=[CH:33][N:32]=[C:31]([N:35]3[CH2:39][CH2:38][CH2:37][CH2:36]3)[CH:30]=2)[CH:23]=[CH:24][C:25]=1[CH3:26].CN(C)C=O, predict the reaction product. The product is: [CH3:26][C:25]1[CH:24]=[CH:23][C:22]([NH:27][C:28]([C:29]2[CH:34]=[CH:33][N:32]=[C:31]([N:35]3[CH2:39][CH2:38][CH2:37][CH2:36]3)[CH:30]=2)=[O:40])=[CH:21][C:20]=1[B:10]1[O:11][C:12]([CH3:17])([CH3:18])[C:13]([CH3:15])([CH3:16])[O:14]1.